Predict the reactants needed to synthesize the given product. From a dataset of Full USPTO retrosynthesis dataset with 1.9M reactions from patents (1976-2016). Given the product [Cl:28][CH2:18][C:4]1[CH:5]=[C:6]([O:10][CH2:11][C:12]2[CH:17]=[CH:16][CH:15]=[CH:14][CH:13]=2)[C:7]([O:8][CH3:9])=[C:2]([F:1])[CH:3]=1, predict the reactants needed to synthesize it. The reactants are: [F:1][C:2]1[CH:3]=[C:4]([CH2:18]O)[CH:5]=[C:6]([O:10][CH2:11][C:12]2[CH:17]=[CH:16][CH:15]=[CH:14][CH:13]=2)[C:7]=1[O:8][CH3:9].N1C=CC=CC=1.S(Cl)([Cl:28])=O.